From a dataset of Catalyst prediction with 721,799 reactions and 888 catalyst types from USPTO. Predict which catalyst facilitates the given reaction. (1) Reactant: [Cl:1][C:2]1[C:3]2[NH:10][CH:9]=[CH:8][C:4]=2[N:5]=[CH:6][N:7]=1.[CH3:11]S(OC)(=O)=O.C(=O)([O-])[O-].[K+].[K+].[Cl-].[NH4+]. Product: [Cl:1][C:2]1[C:3]2[N:10]([CH3:11])[CH:9]=[CH:8][C:4]=2[N:5]=[CH:6][N:7]=1. The catalyst class is: 9. (2) Product: [CH3:16][N:5]([CH2:6][C:7]1[CH:8]=[CH:9][C:10]([NH2:13])=[CH:11][CH:12]=1)[CH3:4]. The catalyst class is: 8. Reactant: CNC.[CH3:4][N:5]([CH3:16])[CH2:6][C:7]1[CH:12]=[CH:11][C:10]([N+:13]([O-])=O)=[CH:9][CH:8]=1.[BH4-].[Na+].